Task: Predict the reactants needed to synthesize the given product.. Dataset: Full USPTO retrosynthesis dataset with 1.9M reactions from patents (1976-2016) (1) Given the product [Cl:1][C:2]1[CH:25]=[CH:24][C:5]([CH2:6][N:7]2[C:15]3[C:10](=[CH:11][C:12](/[CH:16]=[C:17]4/[C:18](=[O:23])[N:19]([CH2:35][C:31]5[S:30][CH:34]=[CH:33][N:32]=5)[C:20](=[O:22])[S:21]/4)=[CH:13][CH:14]=3)[CH:9]=[N:8]2)=[C:4]([C:26]([F:27])([F:29])[F:28])[CH:3]=1, predict the reactants needed to synthesize it. The reactants are: [Cl:1][C:2]1[CH:25]=[CH:24][C:5]([CH2:6][N:7]2[C:15]3[C:10](=[CH:11][C:12](/[CH:16]=[C:17]4/[C:18](=[O:23])[NH:19][C:20](=[O:22])[S:21]/4)=[CH:13][CH:14]=3)[CH:9]=[N:8]2)=[C:4]([C:26]([F:29])([F:28])[F:27])[CH:3]=1.[S:30]1[CH:34]=[CH:33][N:32]=[C:31]1[CH2:35]O. (2) Given the product [S:1]1[CH:5]=[CH:4][C:3]([CH2:6][CH2:7][CH2:8][CH2:9][C:10]([OH:12])=[O:11])=[CH:2]1, predict the reactants needed to synthesize it. The reactants are: [S:1]1[CH:5]=[CH:4][C:3]([CH:6]=[CH:7][CH2:8][CH2:9][C:10]([OH:12])=[O:11])=[CH:2]1.[H][H]. (3) Given the product [Cl:1][C:2]1[CH:3]=[C:4]2[C:9](=[CH:10][CH:11]=1)[C:8](=[O:12])[NH:7][C:6](=[O:13])[C:5]2=[O:15], predict the reactants needed to synthesize it. The reactants are: [Cl:1][C:2]1[CH:3]=[C:4]2[C:9](=[CH:10][CH:11]=1)[C:8](=[O:12])[NH:7][C:6](=[O:13])[CH2:5]2.[Se](=O)=[O:15].